This data is from Forward reaction prediction with 1.9M reactions from USPTO patents (1976-2016). The task is: Predict the product of the given reaction. Given the reactants [Cl:1][C:2]1[CH:7]=[CH:6][C:5]([CH:8]2[C:17]3[C:12](=[CH:13][C:14]([C:18]4[N:19]=[N:20][C:21]([C:24]([F:27])([F:26])[F:25])=[CH:22][CH:23]=4)=[CH:15][CH:16]=3)[CH2:11][N:10](C)[CH2:9]2)=[CH:4][CH:3]=1.CN(C1C2C(N(C)C)=CC=CC=2C=CC=1)C.ClC(OC(Cl)C)=O, predict the reaction product. The product is: [Cl:1][C:2]1[CH:7]=[CH:6][C:5]([CH:8]2[C:17]3[C:12](=[CH:13][C:14]([C:18]4[N:19]=[N:20][C:21]([C:24]([F:25])([F:26])[F:27])=[CH:22][CH:23]=4)=[CH:15][CH:16]=3)[CH2:11][NH:10][CH2:9]2)=[CH:4][CH:3]=1.